This data is from Forward reaction prediction with 1.9M reactions from USPTO patents (1976-2016). The task is: Predict the product of the given reaction. (1) Given the reactants [F:8][C:7]([F:10])([F:9])[C:6](O[C:6](=[O:11])[C:7]([F:10])([F:9])[F:8])=[O:11].[CH3:14][NH:15][C@@H:16]1[CH2:20][CH2:19][N:18]([C:21]2[CH:26]=[CH:25][C:24]([N+:27]([O-:29])=[O:28])=[CH:23][CH:22]=2)[CH2:17]1, predict the reaction product. The product is: [F:10][C:7]([F:8])([F:9])[C:6]([N:15]([CH3:14])[C@@H:16]1[CH2:20][CH2:19][N:18]([C:21]2[CH:22]=[CH:23][C:24]([N+:27]([O-:29])=[O:28])=[CH:25][CH:26]=2)[CH2:17]1)=[O:11]. (2) Given the reactants [C:1]([C:3]1[CH:8]=[CH:7][C:6]([C:9]2[O:10][CH:11]=[C:12]([C:14]([OH:16])=O)[N:13]=2)=[CH:5][CH:4]=1)#[N:2].[C:17]([O:21][C:22]([N:24]1[CH2:29][CH2:28][CH:27]([NH:30][CH:31]2[CH2:33][CH2:32]2)[CH2:26][CH2:25]1)=[O:23])([CH3:20])([CH3:19])[CH3:18], predict the reaction product. The product is: [C:17]([O:21][C:22]([N:24]1[CH2:29][CH2:28][CH:27]([N:30]([C:14]([C:12]2[N:13]=[C:9]([C:6]3[CH:5]=[CH:4][C:3]([C:1]#[N:2])=[CH:8][CH:7]=3)[O:10][CH:11]=2)=[O:16])[CH:31]2[CH2:32][CH2:33]2)[CH2:26][CH2:25]1)=[O:23])([CH3:20])([CH3:18])[CH3:19]. (3) Given the reactants Cl.[CH3:2][NH:3][O:4][CH3:5].[Cl-].C([Al+]CC)C.C([O:19][C:20]1[CH:25]=[CH:24][C:23]([C@@H:26]2[C@@H:29]([CH2:30][CH2:31][C:32](OC)=[O:33])[C:28](=[O:36])[N:27]2[C:37]2[CH:42]=[CH:41][C:40]([F:43])=[CH:39][CH:38]=2)=[CH:22][CH:21]=1)C1C=CC=CC=1.[NH4+].[Cl-].[C:46]1([CH3:52])[CH:51]=[CH:50][CH:49]=[CH:48][CH:47]=1, predict the reaction product. The product is: [CH2:52]([O:19][C:20]1[CH:25]=[CH:24][C:23]([C@@H:26]2[C@@H:29]([CH2:30][CH2:31][C:32]([N:3]([O:4][CH3:5])[CH3:2])=[O:33])[C:28](=[O:36])[N:27]2[C:37]2[CH:42]=[CH:41][C:40]([F:43])=[CH:39][CH:38]=2)=[CH:22][CH:21]=1)[C:46]1[CH:51]=[CH:50][CH:49]=[CH:48][CH:47]=1. (4) Given the reactants [Cl:1][C:2]1[C:3]2[C:10]([C:11]3[CH:16]=[CH:15][CH:14]=[C:13]([Cl:17])[C:12]=3[CH3:18])=[CH:9][S:8][C:4]=2[N:5]=[CH:6][N:7]=1.C([N-]C(C)C)(C)C.[Li+].[I:27]I.[NH4+].[Cl-], predict the reaction product. The product is: [Cl:1][C:2]1[C:3]2[C:10]([C:11]3[CH:16]=[CH:15][CH:14]=[C:13]([Cl:17])[C:12]=3[CH3:18])=[C:9]([I:27])[S:8][C:4]=2[N:5]=[CH:6][N:7]=1. (5) Given the reactants [Br:1][C:2]1[CH:3]=[CH:4][C:5]([O:9][CH3:10])=[C:6]([OH:8])[CH:7]=1.Br[CH2:12][CH2:13][CH2:14][O:15][CH3:16].C([O-])([O-])=O.[K+].[K+].CN(C=O)C, predict the reaction product. The product is: [Br:1][C:2]1[CH:3]=[CH:4][C:5]([O:9][CH3:10])=[C:6]([O:8][CH2:12][CH2:13][CH2:14][O:15][CH3:16])[CH:7]=1. (6) Given the reactants [CH2:1]([O:8][CH2:9][CH:10]=[CH:11][CH:12]=[O:13])[C:2]1[CH:7]=[CH:6][CH:5]=[CH:4][CH:3]=1.[CH3:14][O:15][C:16]1[CH:24]=[CH:23][CH:22]=[C:21]2[C:17]=1[CH:18]=[CH:19][N:20]2[CH3:25].C(O)(C(F)(F)F)=O.C([C@@H]1N[C@H](C(C)(C)C)N(C)C1=O)C1C=CC=CC=1, predict the reaction product. The product is: [CH2:1]([O:8][CH2:9][C@@H:10]([C:18]1[C:17]2[C:21](=[CH:22][CH:23]=[CH:24][C:16]=2[O:15][CH3:14])[N:20]([CH3:25])[CH:19]=1)[CH2:11][CH:12]=[O:13])[C:2]1[CH:7]=[CH:6][CH:5]=[CH:4][CH:3]=1. (7) Given the reactants CC1(C)C(C)(C)OB([C:9]2[CH:10]=[N:11][N:12]([CH:14]([CH3:20])[C:15]([O:17][CH2:18][CH3:19])=[O:16])[CH:13]=2)O1.Cl[C:23]1[C:35]2[C:34]3[C:29](=[CH:30][CH:31]=[CH:32][CH:33]=3)[C@@:28]([C:37]([F:40])([F:39])[F:38])([OH:36])[C:27]=2[CH:26]=[C:25]([F:41])[CH:24]=1.C(=O)([O-])O.[Na+].C1(P(C2CCCCC2)C2C=CC=CC=2C2C(OC)=CC=CC=2OC)CCCCC1, predict the reaction product. The product is: [F:41][C:25]1[CH:24]=[C:23]([C:9]2[CH:10]=[N:11][N:12]([CH:14]([CH3:20])[C:15]([O:17][CH2:18][CH3:19])=[O:16])[CH:13]=2)[C:35]2[C:34]3[C:29](=[CH:30][CH:31]=[CH:32][CH:33]=3)[C@:28]([OH:36])([C:37]([F:39])([F:40])[F:38])[C:27]=2[CH:26]=1.